Dataset: Reaction yield outcomes from USPTO patents with 853,638 reactions. Task: Predict the reaction yield, written as a fraction of the theoretical maximum amount of product (1.0 means a 100% yield; for example, 0.34 means a 34% yield). (1) The reactants are [CH:1]1([NH:6][C:7]2[N:12]3[N:13]=[C:14]([C:23]4[CH:28]=[CH:27][C:26]([F:29])=[CH:25][CH:24]=4)[C:15]([C:16](=O)[CH:17]=[CH:18]N(C)C)=[C:11]3[CH:10]=[CH:9][N:8]=2)[CH2:5][CH2:4][CH2:3][CH2:2]1.[CH2:30]([NH:34][C:35]([NH2:37])=[NH:36])[CH2:31][CH2:32][CH3:33]. No catalyst specified. The product is [CH2:30]([NH:34][C:35]1[N:37]=[C:16]([C:15]2[C:14]([C:23]3[CH:24]=[CH:25][C:26]([F:29])=[CH:27][CH:28]=3)=[N:13][N:12]3[C:11]=2[CH:10]=[CH:9][N:8]=[C:7]3[NH:6][CH:1]2[CH2:2][CH2:3][CH2:4][CH2:5]2)[CH:17]=[CH:18][N:36]=1)[CH2:31][CH2:32][CH3:33]. The yield is 0.720. (2) The yield is 0.790. The reactants are O=[CH:2][CH2:3][C:4]1[CH:13]=[CH:12][CH:11]=[C:10]2[C:5]=1[CH:6]=[CH:7][C:8]1[N:9]2[N:14]=[N:15][C:16]=1[C:17]([O:19][CH3:20])=[O:18].[CH3:21][C:22]1[CH:31]=[CH:30][C:29]2[C:24](=[CH:25][CH:26]=[CH:27][C:28]=2[CH:32]2[CH2:37][CH2:36][NH:35][CH2:34][CH2:33]2)[N:23]=1.C(O[BH-](OC(=O)C)OC(=O)C)(=O)C.[Na+]. The product is [CH3:21][C:22]1[CH:31]=[CH:30][C:29]2[C:24](=[CH:25][CH:26]=[CH:27][C:28]=2[CH:32]2[CH2:37][CH2:36][N:35]([CH2:2][CH2:3][C:4]3[CH:13]=[CH:12][CH:11]=[C:10]4[C:5]=3[CH:6]=[CH:7][C:8]3[N:9]4[N:14]=[N:15][C:16]=3[C:17]([O:19][CH3:20])=[O:18])[CH2:34][CH2:33]2)[N:23]=1. The catalyst is ClCCCl.